From a dataset of Peptide-MHC class I binding affinity with 185,985 pairs from IEDB/IMGT. Regression. Given a peptide amino acid sequence and an MHC pseudo amino acid sequence, predict their binding affinity value. This is MHC class I binding data. (1) The peptide sequence is IRVEGNLRV. The MHC is HLA-A02:01 with pseudo-sequence HLA-A02:01. The binding affinity (normalized) is 0.0847. (2) The peptide sequence is NSDPEFNVL. The binding affinity (normalized) is 0.0847. The MHC is HLA-B44:02 with pseudo-sequence HLA-B44:02. (3) The peptide sequence is KMYWITRSK. The MHC is HLA-B15:17 with pseudo-sequence HLA-B15:17. The binding affinity (normalized) is 0.0847.